From a dataset of Forward reaction prediction with 1.9M reactions from USPTO patents (1976-2016). Predict the product of the given reaction. (1) The product is: [N+:1]([O:4][CH2:12][C:13]#[C:14][CH2:15][OH:16])([O-:3])=[O:2]. Given the reactants [N+:1]([O-:4])([OH:3])=[O:2].C(OC(=O)C)(=O)C.[CH2:12](O)[C:13]#[C:14][CH2:15][OH:16], predict the reaction product. (2) Given the reactants [CH2:1]([N:8]([C:12]1[CH:17]=[CH:16][CH:15]=[CH:14][CH:13]=1)[C:9](=[O:11])[O-:10])[C:2]1[CH:7]=[CH:6][CH:5]=[CH:4][CH:3]=1.C[I:19].[CH3:20][C:21]([CH3:23])=O, predict the reaction product. The product is: [I-:19].[CH2:1]([N:8]([C:12]1[CH:17]=[CH:16][CH:15]=[CH:14][CH:13]=1)[C:9]([O:10][C@@H:21]1[CH:23]2[CH2:13][CH2:12][N+:8]([CH3:9])([CH2:1][CH2:2]2)[CH2:20]1)=[O:11])[C:2]1[CH:3]=[CH:4][CH:5]=[CH:6][CH:7]=1. (3) Given the reactants Cl.Cl.[F:3][C:4]([F:17])([F:16])[CH2:5][O:6][C:7]1[CH:8]=[CH:9][C:10]([C@H:13]([NH2:15])[CH3:14])=[N:11][CH:12]=1.C([N:20]([CH2:23][CH3:24])[CH2:21][CH3:22])C.[CH2:25](Cl)[CH2:26]Cl.C1C=[CH:31][C:32]2N(O)N=N[C:33]=2[CH:34]=1.[C:39](=[O:42])(O)[O-].[Na+], predict the reaction product. The product is: [NH:20]1[C:21]2[C:22](=[CH:34][CH:33]=[CH:32][CH:31]=2)[C:24](/[CH:25]=[CH:26]/[C:39]([NH:15][C@@H:13]([C:10]2[CH:9]=[CH:8][C:7]([O:6][CH2:5][C:4]([F:3])([F:16])[F:17])=[CH:12][N:11]=2)[CH3:14])=[O:42])=[CH:23]1. (4) Given the reactants [CH2:1]([C:3]1[C:4]([O:16]C)=[N:5][C:6]([CH3:15])=[C:7]([C:9]2[O:13][N:12]=[C:11]([CH3:14])[N:10]=2)[CH:8]=1)[CH3:2].[I-].[Na+].Cl[Si](C)(C)C, predict the reaction product. The product is: [CH2:1]([C:3]1[C:4](=[O:16])[NH:5][C:6]([CH3:15])=[C:7]([C:9]2[O:13][N:12]=[C:11]([CH3:14])[N:10]=2)[CH:8]=1)[CH3:2]. (5) Given the reactants [CH3:1][C:2]1[N:3]=[C:4]([C:9]2[CH:14]=[CH:13][C:12]([C:15]([F:18])([F:17])[F:16])=[CH:11][CH:10]=2)[S:5][C:6]=1[CH2:7]O.C1(P(C2C=CC=CC=2)C2C=CC=CC=2)C=CC=CC=1.[Br:38]N1C(=O)CCC1=O, predict the reaction product. The product is: [Br:38][CH2:7][C:6]1[S:5][C:4]([C:9]2[CH:14]=[CH:13][C:12]([C:15]([F:18])([F:17])[F:16])=[CH:11][CH:10]=2)=[N:3][C:2]=1[CH3:1]. (6) Given the reactants [CH2:1]([O:3][CH:4]([O:19][CH2:20][CH3:21])[C:5]1[CH:10]=[CH:9][C:8]([CH2:11][NH:12][CH:13]2[CH2:18][CH2:17][O:16][CH2:15][CH2:14]2)=[CH:7][CH:6]=1)[CH3:2].[CH3:22][C:23]([O:26][C:27](O[C:27]([O:26][C:23]([CH3:25])([CH3:24])[CH3:22])=[O:28])=[O:28])([CH3:25])[CH3:24].CCN(CC)CC, predict the reaction product. The product is: [CH2:1]([O:3][CH:4]([O:19][CH2:20][CH3:21])[C:5]1[CH:6]=[CH:7][C:8]([CH2:11][N:12]([CH:13]2[CH2:14][CH2:15][O:16][CH2:17][CH2:18]2)[C:27](=[O:28])[O:26][C:23]([CH3:25])([CH3:24])[CH3:22])=[CH:9][CH:10]=1)[CH3:2]. (7) Given the reactants [CH3:1][O:2][C:3](=[O:8])/[CH:4]=[CH:5]/[O:6][CH3:7].[CH:9](OC)([O:12][CH3:13])[O:10][CH3:11].[C:16](=O)([O-])[O-:17].[Na+].[Na+], predict the reaction product. The product is: [CH3:1][O:2][C:3](=[O:8])[CH:4]([CH:9]([O:12][CH3:13])[O:10][CH3:11])[CH:5]([O:17][CH3:16])[O:6][CH3:7]. (8) The product is: [C:26]([O:10][CH2:9][CH2:8][S:5]([CH2:4][CH2:3][C:2]([F:1])([C:15]([F:16])([F:17])[F:18])[C:11]([F:14])([F:12])[F:13])(=[O:7])=[O:6])(=[O:29])[CH:27]=[CH2:28]. Given the reactants [F:1][C:2]([C:15]([F:18])([F:17])[F:16])([C:11]([F:14])([F:13])[F:12])[CH2:3][CH2:4][S:5]([CH2:8][CH2:9][OH:10])(=[O:7])=[O:6].C(N(CC)CC)C.[C:26](Cl)(=[O:29])[CH:27]=[CH2:28], predict the reaction product. (9) Given the reactants [Br:1][C:2]1[N:3]([CH:21]([CH3:23])[CH3:22])[C:4]([CH:12]([C:14]2[CH:19]=[CH:18][C:17]([Cl:20])=[CH:16][CH:15]=2)O)=[C:5]([C:7]([O:9][CH2:10][CH3:11])=[O:8])[N:6]=1.[F:24][CH2:25][C:26]1[N:30]2[CH:31]=[C:32]([NH2:36])[CH:33]=[C:34]([CH3:35])[C:29]2=[N:28][N:27]=1, predict the reaction product. The product is: [Br:1][C:2]1[N:3]([CH:21]([CH3:23])[CH3:22])[C:4]([CH:12]([C:14]2[CH:19]=[CH:18][C:17]([Cl:20])=[CH:16][CH:15]=2)[NH:36][C:32]2[CH:33]=[C:34]([CH3:35])[C:29]3[N:30]([C:26]([CH2:25][F:24])=[N:27][N:28]=3)[CH:31]=2)=[C:5]([C:7]([O:9][CH2:10][CH3:11])=[O:8])[N:6]=1. (10) Given the reactants [NH2:1][C:2]1[C:7]([NH2:8])=[CH:6][C:5]([N+:9]([O-:11])=[O:10])=[CH:4][N:3]=1.[N+:12]([C:15]1[CH:22]=[CH:21][C:18]([CH:19]=O)=[CH:17][CH:16]=1)([O-:14])=[O:13], predict the reaction product. The product is: [N+:9]([C:5]1[CH:4]=[N:3][C:2]2[NH:1][C:19]([C:18]3[CH:21]=[CH:22][C:15]([N+:12]([O-:14])=[O:13])=[CH:16][CH:17]=3)=[N:8][C:7]=2[CH:6]=1)([O-:11])=[O:10].